This data is from Reaction yield outcomes from USPTO patents with 853,638 reactions. The task is: Predict the reaction yield, written as a fraction of the theoretical maximum amount of product (1.0 means a 100% yield; for example, 0.34 means a 34% yield). (1) The reactants are [CH3:1][O:2][C:3]1[C:8]([O:9][CH3:10])=[CH:7][C:6]([C:11]#[C:12][Si](C)(C)C)=[CH:5][N:4]=1.[OH-].[Na+]. The catalyst is CO. The product is [C:11]([C:6]1[CH:7]=[C:8]([O:9][CH3:10])[C:3]([O:2][CH3:1])=[N:4][CH:5]=1)#[CH:12]. The yield is 0.820. (2) The reactants are [C:1]1([C:7]2[S:11][C:10]([C:12]3[CH:18]=[CH:17][CH:16]=[CH:15][C:13]=3[NH2:14])=[N:9][N:8]=2)[CH:6]=[CH:5][CH:4]=[CH:3][CH:2]=1.C(N(CC)CC)C.[Cl:26][C:27]1[N:32]=[C:31]([C:33]2[CH:38]=[CH:37][CH:36]=[CH:35][CH:34]=2)[N:30]=[C:29]([C:39](Cl)=[O:40])[CH:28]=1.CO. The catalyst is C(Cl)Cl. The product is [Cl:26][C:27]1[N:32]=[C:31]([C:33]2[CH:38]=[CH:37][CH:36]=[CH:35][CH:34]=2)[N:30]=[C:29]([C:39]([NH:14][C:13]2[CH:15]=[CH:16][CH:17]=[CH:18][C:12]=2[C:10]2[S:11][C:7]([C:1]3[CH:2]=[CH:3][CH:4]=[CH:5][CH:6]=3)=[N:8][N:9]=2)=[O:40])[CH:28]=1. The yield is 0.970. (3) The reactants are [C:1]([C:4]1[C:5](I)=[N:6][N:7]2[CH2:12][CH:11]([C:13]([F:16])([F:15])[F:14])[N:10]([C:17]([O:19][C:20]([CH3:23])([CH3:22])[CH3:21])=[O:18])[CH2:9][C:8]=12)(=[O:3])[NH2:2].[Cl:25][C:26]1[CH:27]=[C:28](B(O)O)[CH:29]=[CH:30][C:31]=1[F:32].C([O-])([O-])=O.[Na+].[Na+]. The catalyst is CN(C=O)C.O.C1C=CC([P]([Pd]([P](C2C=CC=CC=2)(C2C=CC=CC=2)C2C=CC=CC=2)([P](C2C=CC=CC=2)(C2C=CC=CC=2)C2C=CC=CC=2)[P](C2C=CC=CC=2)(C2C=CC=CC=2)C2C=CC=CC=2)(C2C=CC=CC=2)C2C=CC=CC=2)=CC=1. The product is [C:1]([C:4]1[C:5]([C:28]2[CH:29]=[CH:30][C:31]([F:32])=[C:26]([Cl:25])[CH:27]=2)=[N:6][N:7]2[CH2:12][CH:11]([C:13]([F:16])([F:15])[F:14])[N:10]([C:17]([O:19][C:20]([CH3:23])([CH3:22])[CH3:21])=[O:18])[CH2:9][C:8]=12)(=[O:3])[NH2:2]. The yield is 0.680.